From a dataset of Catalyst prediction with 721,799 reactions and 888 catalyst types from USPTO. Predict which catalyst facilitates the given reaction. (1) Reactant: [CH2:1]([O:3][C:4]1[C:5]([O:19][CH2:20][C:21]2[CH:26]=[CH:25][C:24]([O:27][CH3:28])=[CH:23][CH:22]=2)=[N:6][CH:7]=[C:8](B2OC(C)(C)C(C)(C)O2)[CH:9]=1)[CH3:2].Br[C:30]1[CH:35]=[CH:34][C:33]([CH2:36][C:37]([NH:39][C:40]2[CH:41]=[N:42][C:43]([O:50][CH2:51][CH3:52])=[C:44]([C:46]([F:49])([F:48])[F:47])[CH:45]=2)=[O:38])=[C:32]([F:53])[CH:31]=1.C([O-])([O-])=O.[Cs+].[Cs+]. Product: [CH2:51]([O:50][C:43]1[N:42]=[CH:41][C:40]([NH:39][C:37](=[O:38])[CH2:36][C:33]2[CH:34]=[CH:35][C:30]([C:8]3[CH:7]=[N:6][C:5]([O:19][CH2:20][C:21]4[CH:22]=[CH:23][C:24]([O:27][CH3:28])=[CH:25][CH:26]=4)=[C:4]([O:3][CH2:1][CH3:2])[CH:9]=3)=[CH:31][C:32]=2[F:53])=[CH:45][C:44]=1[C:46]([F:47])([F:49])[F:48])[CH3:52]. The catalyst class is: 117. (2) Reactant: [C:1]([NH:5][NH:6][C:7](=[O:21])[C:8]1[CH:13]=[CH:12][CH:11]=[C:10]([O:14][CH3:15])[C:9]=1[CH2:16][O:17][CH2:18][CH:19]=[CH2:20])([CH3:4])([CH3:3])[CH3:2].[CH3:22][C:23]1[CH:24]=[C:25]([CH:29]=[C:30]([CH3:32])[CH:31]=1)[C:26](Cl)=[O:27].C([O-])([O-])=O.[K+].[K+]. Product: [CH2:18]([O:17][CH2:16][C:9]1[C:10]([O:14][CH3:15])=[CH:11][CH:12]=[CH:13][C:8]=1[C:7]([NH:6][N:5]([C:1]([CH3:4])([CH3:3])[CH3:2])[C:26](=[O:27])[C:25]1[CH:29]=[C:30]([CH3:32])[CH:31]=[C:23]([CH3:22])[CH:24]=1)=[O:21])[CH:19]=[CH2:20]. The catalyst class is: 34. (3) Reactant: N[C@H:2]1[CH2:7][CH2:6][C@H:5](/[C:8](/[C:11]2[S:15][CH:14]=[C:13]([C:16]([NH:18][CH2:19][C:20]3[C:21](=[O:28])[NH:22][C:23]([CH3:27])=[CH:24][C:25]=3[CH3:26])=[O:17])[C:12]=2[CH3:29])=[CH:9]\[CH3:10])[CH2:4][CH2:3]1.[CH2:30]=O.[BH3-][C:33]#[N:34].[Na+]. Product: [CH3:26][C:25]1[CH:24]=[C:23]([CH3:27])[NH:22][C:21](=[O:28])[C:20]=1[CH2:19][NH:18][C:16]([C:13]1[C:12]([CH3:29])=[C:11](/[C:8](/[C@H:5]2[CH2:6][CH2:7][C@H:2]([N:34]([CH3:33])[CH3:30])[CH2:3][CH2:4]2)=[CH:9]/[CH3:10])[S:15][CH:14]=1)=[O:17]. The catalyst class is: 5. (4) Reactant: [C:1]([C:5]1[S:6][CH:7]=[C:8](/[CH:10]=[CH:11]/[C:12]2[C:13]([O:23][CH2:24][C:25]3[CH:50]=[CH:49][C:28]([O:29][CH2:30][C:31]4[N:32]=[C:33]([C:37]5[CH:42]=[CH:41][C:40]([CH2:43][C:44]([O:46]CC)=[O:45])=[CH:39][CH:38]=5)[O:34][C:35]=4[CH3:36])=[C:27]([O:51][CH3:52])[CH:26]=3)=[N:14][N:15]([C:17]3[CH:22]=[CH:21][CH:20]=[CH:19][CH:18]=3)[CH:16]=2)[N:9]=1)([CH3:4])([CH3:3])[CH3:2].O1CCCC1.[OH-].[Na+].Cl. Product: [C:1]([C:5]1[S:6][CH:7]=[C:8](/[CH:10]=[CH:11]/[C:12]2[C:13]([O:23][CH2:24][C:25]3[CH:50]=[CH:49][C:28]([O:29][CH2:30][C:31]4[N:32]=[C:33]([C:37]5[CH:38]=[CH:39][C:40]([CH2:43][C:44]([OH:46])=[O:45])=[CH:41][CH:42]=5)[O:34][C:35]=4[CH3:36])=[C:27]([O:51][CH3:52])[CH:26]=3)=[N:14][N:15]([C:17]3[CH:18]=[CH:19][CH:20]=[CH:21][CH:22]=3)[CH:16]=2)[N:9]=1)([CH3:4])([CH3:2])[CH3:3]. The catalyst class is: 97. (5) Reactant: C([N:9]1[CH2:13][CH2:12][CH:11]([N:14]([CH3:36])[C:15](=[O:35])[CH2:16][CH2:17][CH2:18][CH2:19][CH:20]([C:28]2[CH:33]=[CH:32][C:31]([F:34])=[CH:30][CH:29]=2)[C:21]2[CH:26]=[CH:25][C:24]([F:27])=[CH:23][CH:22]=2)[CH2:10]1)(=O)C1C=CC=CC=1. Product: [CH3:36][N:14]([C@@H:11]1[CH2:12][CH2:13][NH:9][CH2:10]1)[C:15](=[O:35])[CH2:16][CH2:17][CH2:18][CH2:19][CH:20]([C:21]1[CH:22]=[CH:23][C:24]([F:27])=[CH:25][CH:26]=1)[C:28]1[CH:29]=[CH:30][C:31]([F:34])=[CH:32][CH:33]=1. The catalyst class is: 19. (6) Reactant: CN(C(ON1N=NC2C=CC=NC1=2)=[N+](C)C)C.F[P-](F)(F)(F)(F)F.[NH2:25][CH2:26][CH:27]1[CH2:32][CH2:31][O:30][CH2:29][CH2:28]1.[NH2:33][C:34]1[C:35]([C:40](O)=[O:41])=[N:36][CH:37]=[CH:38][CH:39]=1.CCN(C(C)C)C(C)C. Product: [NH2:33][C:34]1[C:35]([C:40]([NH:25][CH2:26][CH:27]2[CH2:32][CH2:31][O:30][CH2:29][CH2:28]2)=[O:41])=[N:36][CH:37]=[CH:38][CH:39]=1. The catalyst class is: 3. (7) Reactant: [N+:1]([C:4]1[CH:13]=[C:12]2[C:7]([CH2:8][C@@H:9]([C:14]([OH:16])=[O:15])[NH:10][CH2:11]2)=[CH:6][CH:5]=1)([O-:3])=[O:2].C([O-])([O-])=O.[K+].[K+].[CH3:23][C:24]([O:27][C:28](O[C:28]([O:27][C:24]([CH3:26])([CH3:25])[CH3:23])=[O:29])=[O:29])([CH3:26])[CH3:25].CCOC(C)=O.CCCCCCC. Product: [C:24]([O:27][C:28]([N:10]1[C@H:9]([C:14]([OH:16])=[O:15])[CH2:8][C:7]2[C:12](=[CH:13][C:4]([N+:1]([O-:3])=[O:2])=[CH:5][CH:6]=2)[CH2:11]1)=[O:29])([CH3:26])([CH3:25])[CH3:23]. The catalyst class is: 249. (8) Reactant: [NH2:1][C@@H:2]1[CH2:7][CH2:6][C@H:5]([C:8]([OH:10])=[O:9])[CH2:4][CH2:3]1.[OH-].[Na+].[C:13]([O:17][C:18](O[C:18]([O:17][C:13]([CH3:16])([CH3:15])[CH3:14])=[O:19])=[O:19])([CH3:16])([CH3:15])[CH3:14]. Product: [CH3:14][C:13]([O:17][C:18]([NH:1][C@@H:2]1[CH2:7][CH2:6][C@H:5]([C:8]([OH:10])=[O:9])[CH2:4][CH2:3]1)=[O:19])([CH3:16])[CH3:15]. The catalyst class is: 32. (9) Reactant: [Br:1][C:2]1[CH:3]=[C:4]([OH:8])[CH:5]=[CH:6][CH:7]=1.[H-].[Na+].[C:11]1(=[O:15])[O:14][CH2:13][CH2:12]1.Cl. Product: [Br:1][C:2]1[CH:3]=[C:4]([CH:5]=[CH:6][CH:7]=1)[O:8][CH2:13][CH2:12][C:11]([OH:15])=[O:14]. The catalyst class is: 9. (10) Reactant: BrC1C=[C:4]([C:10]2[O:14]C(=O)NN=2)C=NC=1CC.[Br:16][C:17]1[C:18]([CH2:27][CH3:28])=[N:19][CH:20]=[C:21]([CH:26]=1)[C:22](NN)=[O:23].C(N(C(C)C)CC)(C)C.ClC(Cl)(OC(=O)OC(Cl)(Cl)Cl)Cl. Product: [Br:16][C:17]1[C:18]([CH2:27][CH3:28])=[N:19][CH:20]=[C:21]([CH:26]=1)[C:22]([O:14][CH2:10][CH3:4])=[O:23]. The catalyst class is: 2.